From a dataset of Full USPTO retrosynthesis dataset with 1.9M reactions from patents (1976-2016). Predict the reactants needed to synthesize the given product. (1) Given the product [NH2:7][C@H:8]([C:9]([OH:12])([CH3:10])[CH3:11])[C:13]([N:15]1[CH2:20][CH2:19][N:18]([C:21]2[CH:26]=[CH:25][C:24]([O:27][CH3:28])=[C:23]([O:29][CH:30]3[CH2:31][CH2:32][CH2:33][CH2:34]3)[CH:22]=2)[CH2:17][C@@H:16]1[CH2:35][C:36]1[CH:37]=[CH:38][CH:39]=[CH:40][CH:41]=1)=[O:14], predict the reactants needed to synthesize it. The reactants are: C(OC(=O)[NH:7][C@@H:8]([C:13]([N:15]1[CH2:20][CH2:19][N:18]([C:21]2[CH:26]=[CH:25][C:24]([O:27][CH3:28])=[C:23]([O:29][CH:30]3[CH2:34][CH2:33][CH2:32][CH2:31]3)[CH:22]=2)[CH2:17][C@@H:16]1[CH2:35][C:36]1[CH:41]=[CH:40][CH:39]=[CH:38][CH:37]=1)=[O:14])[C:9]([OH:12])([CH3:11])[CH3:10])(C)(C)C.FC(F)(F)C(O)=O. (2) Given the product [C:16]([Si:13]([CH3:15])([CH3:14])[O:10][CH2:9][CH2:8][C:7]1[CH:6]=[CH:5][C:4]([N+:1]([O-:3])=[O:2])=[CH:12][CH:11]=1)([CH3:19])([CH3:18])[CH3:17], predict the reactants needed to synthesize it. The reactants are: [N+:1]([C:4]1[CH:12]=[CH:11][C:7]([CH2:8][CH2:9][OH:10])=[CH:6][CH:5]=1)([O-:3])=[O:2].[Si:13](Cl)([C:16]([CH3:19])([CH3:18])[CH3:17])([CH3:15])[CH3:14].N1C=CN=C1. (3) Given the product [Cl:1][CH2:2][C:3]([N:13]1[CH2:14][CH2:15][C:16]2[C:21](=[CH:20][CH:19]=[CH:18][CH:17]=2)[C@@H:12]1[C:6]1[CH:7]=[CH:8][CH:9]=[CH:10][CH:11]=1)=[O:4], predict the reactants needed to synthesize it. The reactants are: [Cl:1][CH2:2][C:3](Cl)=[O:4].[C:6]1([C@H:12]2[C:21]3[C:16](=[CH:17][CH:18]=[CH:19][CH:20]=3)[CH2:15][CH2:14][NH:13]2)[CH:11]=[CH:10][CH:9]=[CH:8][CH:7]=1.C(=O)([O-])O.[Na+]. (4) Given the product [Br:13][C:14]1[CH:19]=[CH:18][N:17]=[CH:16][C:15]=1[O:20][CH2:21][C@H:22]1[CH2:24][CH2:1][O:23]1, predict the reactants needed to synthesize it. The reactants are: [CH3:1]C(C)([O-])C.[K+].[I-].C[S+](C)(C)=O.[Br:13][C:14]1[CH:19]=[CH:18][N:17]=[CH:16][C:15]=1[O:20][CH2:21][C@H:22]1[CH2:24][O:23]1.O1CC1. (5) Given the product [CH3:1][O:2][C:3]1[CH:4]=[C:5]([CH:8]=[CH:9][C:10]=1[O:11][CH3:12])[CH2:6][N:13]1[CH2:18][CH2:17][N:16]([CH2:6][C:5]2[CH:8]=[CH:9][C:10]([O:11][CH3:12])=[C:3]([O:2][CH3:1])[CH:4]=2)[CH2:15][CH2:14]1, predict the reactants needed to synthesize it. The reactants are: [CH3:1][O:2][C:3]1[CH:4]=[C:5]([CH:8]=[CH:9][C:10]=1[O:11][CH3:12])[CH2:6]Cl.[NH:13]1[CH2:18][CH2:17][NH:16][CH2:15][CH2:14]1.Cl. (6) The reactants are: Cl.Cl.[NH:3]1[CH2:6][CH:5]([C:7]2[C:8]([O:28][CH3:29])=[C:9]([CH:15]([N:17]3[C:21]4=[N:22][CH:23]=[N:24][C:25]([NH2:26])=[C:20]4[C:19]([CH3:27])=[N:18]3)[CH3:16])[CH:10]=[C:11]([Cl:14])[C:12]=2[CH3:13])[CH2:4]1.[CH:30](=O)[CH3:31]. Given the product [Cl:14][C:11]1[C:12]([CH3:13])=[C:7]([CH:5]2[CH2:4][N:3]([CH2:30][CH3:31])[CH2:6]2)[C:8]([O:28][CH3:29])=[C:9]([CH:15]([N:17]2[C:21]3=[N:22][CH:23]=[N:24][C:25]([NH2:26])=[C:20]3[C:19]([CH3:27])=[N:18]2)[CH3:16])[CH:10]=1, predict the reactants needed to synthesize it. (7) Given the product [ClH:41].[ClH:41].[NH:8]1[CH2:12][CH2:11][CH:10]([NH:13][C:14]([C:16]2[CH:40]=[CH:39][C:19]3[N:20]([CH3:38])[C:21]([NH:23][C:24]4[S:25][C:26]5[CH:32]=[C:31]([O:33][C:34]([F:35])([F:36])[F:37])[CH:30]=[CH:29][C:27]=5[N:28]=4)=[N:22][C:18]=3[CH:17]=2)=[O:15])[CH2:9]1, predict the reactants needed to synthesize it. The reactants are: C(OC([N:8]1[CH2:12][CH2:11][CH:10]([NH:13][C:14]([C:16]2[CH:40]=[CH:39][C:19]3[N:20]([CH3:38])[C:21]([NH:23][C:24]4[S:25][C:26]5[CH:32]=[C:31]([O:33][C:34]([F:37])([F:36])[F:35])[CH:30]=[CH:29][C:27]=5[N:28]=4)=[N:22][C:18]=3[CH:17]=2)=[O:15])[CH2:9]1)=O)(C)(C)C.[ClH:41].